Dataset: Peptide-MHC class II binding affinity with 134,281 pairs from IEDB. Task: Regression. Given a peptide amino acid sequence and an MHC pseudo amino acid sequence, predict their binding affinity value. This is MHC class II binding data. (1) The peptide sequence is TQAFSAHGSGREVID. The MHC is HLA-DQA10303-DQB10402 with pseudo-sequence HLA-DQA10303-DQB10402. The binding affinity (normalized) is 0.532. (2) The peptide sequence is RSRPRRTTRRMDRRT. The MHC is DRB1_0401 with pseudo-sequence DRB1_0401. The binding affinity (normalized) is 0.170. (3) The peptide sequence is NQEILELAQSETCSPG. The MHC is DRB5_0101 with pseudo-sequence DRB5_0101. The binding affinity (normalized) is 0. (4) The peptide sequence is TSAVGAPTGATTAAA. The MHC is DRB1_1302 with pseudo-sequence DRB1_1302. The binding affinity (normalized) is 0.0305. (5) The peptide sequence is EKKYFAATQREPLAA. The MHC is HLA-DPA10201-DPB11401 with pseudo-sequence HLA-DPA10201-DPB11401. The binding affinity (normalized) is 0.396. (6) The peptide sequence is QRGNFKGQKRIKCF. The binding affinity (normalized) is 0.161. The MHC is DRB1_0101 with pseudo-sequence DRB1_0101.